This data is from Catalyst prediction with 721,799 reactions and 888 catalyst types from USPTO. The task is: Predict which catalyst facilitates the given reaction. (1) Reactant: [C:1]1([C:23]2[CH:28]=[CH:27][CH:26]=[CH:25][CH:24]=2)[CH:6]=[CH:5][CH:4]=[C:3]([NH:7][C:8]([CH2:10][CH2:11][CH2:12][CH2:13][CH2:14][NH:15][C:16]([CH2:18][S:19]C(=O)C)=[O:17])=[O:9])[CH:2]=1.[OH-].[Na+].O.CC(C)=O. Product: [C:1]1([C:23]2[CH:24]=[CH:25][CH:26]=[CH:27][CH:28]=2)[CH:6]=[CH:5][CH:4]=[C:3]([NH:7][C:8](=[O:9])[CH2:10][CH2:11][CH2:12][CH2:13][CH2:14][NH:15][C:16](=[O:17])[CH2:18][SH:19])[CH:2]=1. The catalyst class is: 5. (2) Reactant: [C:1]([N:4]1[C:12]2[C:7](=[CH:8][C:9]([C:21](=[O:25])[CH:22](Br)[Br:23])=[C:10]([O:13][CH2:14][C:15]3[CH:20]=[CH:19][CH:18]=[CH:17][CH:16]=3)[CH:11]=2)[C:6]([CH3:26])=[CH:5]1)(=[O:3])[CH3:2].C(N(CC)CC)C.P(OCC)(OCC)=O. Product: [C:1]([N:4]1[C:12]2[C:7](=[CH:8][C:9]([C:21](=[O:25])[CH2:22][Br:23])=[C:10]([O:13][CH2:14][C:15]3[CH:16]=[CH:17][CH:18]=[CH:19][CH:20]=3)[CH:11]=2)[C:6]([CH3:26])=[CH:5]1)(=[O:3])[CH3:2]. The catalyst class is: 49. (3) Reactant: Br[C:2]1[N:3]([CH3:8])[CH:4]=[C:5]([Br:7])[N:6]=1.[NH:9]1[CH2:14][CH2:13][NH:12][CH2:11][CH2:10]1. Product: [Br:7][C:5]1[N:6]=[C:2]([N:9]2[CH2:14][CH2:13][NH:12][CH2:11][CH2:10]2)[N:3]([CH3:8])[CH:4]=1. The catalyst class is: 4. (4) Reactant: Cl.Cl.[N:3]1[CH:8]=[CH:7][CH:6]=[CH:5][C:4]=1[C:9]1([NH2:12])[CH2:11][CH2:10]1.C(N(C(C)C)CC)(C)C.[C:22]([O:26][C:27]([N:29]([CH3:59])[C:30]([C:32]1[C:33]([C:52]2[CH:57]=[CH:56][C:55]([F:58])=[CH:54][CH:53]=2)=[N:34][N:35]2[C:40]([F:41])=[CH:39][C:38]([C:42]3[CH:43]=[C:44]([CH:48]=[CH:49][C:50]=3[CH3:51])[C:45](O)=[O:46])=[CH:37][C:36]=12)=[O:31])=[O:28])([CH3:25])([CH3:24])[CH3:23].CN(C(ON1N=NC2C=CC=NC1=2)=[N+](C)C)C.F[P-](F)(F)(F)(F)F. Product: [F:41][C:40]1[N:35]2[N:34]=[C:33]([C:52]3[CH:57]=[CH:56][C:55]([F:58])=[CH:54][CH:53]=3)[C:32]([C:30]([N:29]([CH3:59])[C:27](=[O:28])[O:26][C:22]([CH3:23])([CH3:24])[CH3:25])=[O:31])=[C:36]2[CH:37]=[C:38]([C:42]2[CH:43]=[C:44]([C:45](=[O:46])[NH:12][C:9]3([C:4]4[CH:5]=[CH:6][CH:7]=[CH:8][N:3]=4)[CH2:11][CH2:10]3)[CH:48]=[CH:49][C:50]=2[CH3:51])[CH:39]=1. The catalyst class is: 3. (5) Reactant: [NH:1]([C:8]1[CH:9]=[C:10]([CH:25]=[CH:26][CH:27]=1)[CH2:11][O:12][C:13]1[CH:18]=[CH:17][C:16]([CH2:19][CH2:20][C:21]([O:23]C)=[O:22])=[CH:15][CH:14]=1)[C:2]1[CH:7]=[CH:6][CH:5]=[CH:4][CH:3]=1.[H-].[Na+].[CH2:30](Br)[CH2:31][CH3:32].[I-].[Na+]. Product: [C:2]1([N:1]([CH2:30][CH2:31][CH3:32])[C:8]2[CH:9]=[C:10]([CH:25]=[CH:26][CH:27]=2)[CH2:11][O:12][C:13]2[CH:14]=[CH:15][C:16]([CH2:19][CH2:20][C:21]([OH:23])=[O:22])=[CH:17][CH:18]=2)[CH:7]=[CH:6][CH:5]=[CH:4][CH:3]=1. The catalyst class is: 42. (6) Reactant: [CH:1]([CH:4]1[CH2:8][N:7](S(C2C=CC(C)=CC=2)(=O)=O)[C:6]([C:19]([OH:21])=[O:20])=[CH:5]1)([CH3:3])[CH3:2].[CH2:22]1CCN2C(=NCCC2)CC1. The catalyst class is: 715. Product: [CH3:22][O:21][C:19]([C:6]1[NH:7][CH:8]=[C:4]([CH:1]([CH3:3])[CH3:2])[CH:5]=1)=[O:20]. (7) Reactant: [BH4-].[Li+].[Br:3][C:4]1[CH:13]=[CH:12][C:7]([C:8](OC)=[O:9])=[CH:6][C:5]=1[O:14][C:15]([F:18])([F:17])[F:16]. Product: [Br:3][C:4]1[CH:13]=[CH:12][C:7]([CH2:8][OH:9])=[CH:6][C:5]=1[O:14][C:15]([F:16])([F:18])[F:17]. The catalyst class is: 1. (8) Reactant: [CH2:1]([O:8][C@H:9]1[CH2:14][CH2:13][CH2:12][C@@H:11]([F:15])[C@@H:10]1[OH:16])[C:2]1[CH:7]=[CH:6][CH:5]=[CH:4][CH:3]=1.CCN(CC)CC.[CH3:24][S:25](Cl)(=[O:27])=[O:26]. Product: [CH3:24][S:25]([O:16][C@H:10]1[C@H:11]([F:15])[CH2:12][CH2:13][CH2:14][C@@H:9]1[O:8][CH2:1][C:2]1[CH:3]=[CH:4][CH:5]=[CH:6][CH:7]=1)(=[O:27])=[O:26]. The catalyst class is: 2. (9) Reactant: [CH2:1]([O:8][C:9]1[C:29]([O:30][CH3:31])=[CH:28][C:12]2[CH:13]3[N:18]([CH:19]([CH3:21])[CH2:20][C:11]=2[CH:10]=1)[CH:17]=[C:16]([C:22]([O:24][CH2:25][CH3:26])=[O:23])[C:15](=[O:27])[CH2:14]3)[C:2]1[CH:7]=[CH:6][CH:5]=[CH:4][CH:3]=1.C1(Cl)C(=O)C(Cl)=C(Cl)C(=O)C=1Cl. Product: [CH2:1]([O:8][C:9]1[C:29]([O:30][CH3:31])=[CH:28][C:12]2[C:13]3[N:18]([CH:19]([CH3:21])[CH2:20][C:11]=2[CH:10]=1)[CH:17]=[C:16]([C:22]([O:24][CH2:25][CH3:26])=[O:23])[C:15](=[O:27])[CH:14]=3)[C:2]1[CH:7]=[CH:6][CH:5]=[CH:4][CH:3]=1. The catalyst class is: 57.